From a dataset of Full USPTO retrosynthesis dataset with 1.9M reactions from patents (1976-2016). Predict the reactants needed to synthesize the given product. (1) Given the product [N:49]1([C:45]2[CH:39]=[C:38]([C:18]3[C:19]([N:21]([CH3:26])[S:22]([CH3:25])(=[O:23])=[O:24])=[CH:20][C:10]4[O:9][C:8]([C:5]5[CH:4]=[CH:3][C:2]([F:1])=[CH:7][CH:6]=5)=[C:12]([C:13]([NH:15][CH3:16])=[O:14])[C:11]=4[CH:17]=3)[CH:37]=[CH:42][N:41]=2)[C:48]2[C:47](=[CH:53][CH:52]=[CH:51][CH:50]=2)[CH:63]=[N:64]1, predict the reactants needed to synthesize it. The reactants are: [F:1][C:2]1[CH:7]=[CH:6][C:5]([C:8]2[O:9][C:10]3[CH:20]=[C:19]([N:21]([CH3:26])[S:22]([CH3:25])(=[O:24])=[O:23])[C:18](B4OC(C)(C)C(C)(C)O4)=[CH:17][C:11]=3[C:12]=2[C:13]([NH:15][CH3:16])=[O:14])=[CH:4][CH:3]=1.Br[C:37]1[CH:38]=[C:39]([C:45]2O[C:47]3[CH:53]=[CH:52][CH:51]=[C:50](F)[C:48]=3[N:49]=2)C(OC)=[N:41][CH:42]=1.[O-]P([O-])([O-])=O.[K+].[K+].[K+].[CH3:63][N:64](C=O)C. (2) The reactants are: [F:1][C:2]1[CH:15]=[CH:14][C:5]([CH2:6][S:7]([CH2:10][C:11](O)=O)(=[O:9])=[O:8])=[CH:4][CH:3]=1.[F:16][C:17]1[CH:24]=[CH:23][C:20](C=O)=[CH:19][CH:18]=1. Given the product [F:1][C:2]1[CH:15]=[CH:14][C:5]([CH2:6][S:7](/[CH:10]=[CH:11]/[C:20]2[CH:23]=[CH:24][C:17]([F:16])=[CH:18][CH:19]=2)(=[O:9])=[O:8])=[CH:4][CH:3]=1, predict the reactants needed to synthesize it. (3) The reactants are: [CH2:1]([O:3][C:4]([C:6]1[S:7][CH:8]=[C:9]([C:11]([OH:13])=O)[N:10]=1)=[O:5])[CH3:2].Cl.[F:15][CH:16]1[CH2:21][CH2:20][NH:19][CH2:18][CH2:17]1.CN(C(ON1N=NC2C=CC=NC1=2)=[N+](C)C)C.F[P-](F)(F)(F)(F)F.CCN(C(C)C)C(C)C. Given the product [F:15][CH:16]1[CH2:21][CH2:20][N:19]([C:11]([C:9]2[N:10]=[C:6]([C:4]([O:3][CH2:1][CH3:2])=[O:5])[S:7][CH:8]=2)=[O:13])[CH2:18][CH2:17]1, predict the reactants needed to synthesize it.